Predict the reactants needed to synthesize the given product. From a dataset of Full USPTO retrosynthesis dataset with 1.9M reactions from patents (1976-2016). Given the product [Cl:21][C:22]1[CH:39]=[CH:38][C:25]([CH2:26][N:27]2[C:28]([CH3:37])=[N:29][N:30]=[C:31]2[C@H:32]2[CH2:36][CH2:35][CH2:34][N:33]2[C:2]([NH:1][C:4]2[CH:5]=[CH:6][C:7]([C:10]([F:11])([F:12])[F:13])=[CH:8][CH:9]=2)=[O:3])=[CH:24][CH:23]=1, predict the reactants needed to synthesize it. The reactants are: [N:1]([C:4]1[CH:9]=[CH:8][C:7]([C:10]([F:13])([F:12])[F:11])=[CH:6][CH:5]=1)=[C:2]=[O:3].OC(C(F)(F)F)=O.[Cl:21][C:22]1[CH:39]=[CH:38][C:25]([CH2:26][N:27]2[C:31]([C@H:32]3[CH2:36][CH2:35][CH2:34][NH:33]3)=[N:30][N:29]=[C:28]2[CH3:37])=[CH:24][CH:23]=1.C(N(CC)C(C)C)(C)C.C([O-])(O)=O.[Na+].